Dataset: Experimentally validated miRNA-target interactions with 360,000+ pairs, plus equal number of negative samples. Task: Binary Classification. Given a miRNA mature sequence and a target amino acid sequence, predict their likelihood of interaction. The miRNA is mmu-miR-675-3p with sequence CUGUAUGCCCUAACCGCUCAGU. The protein sequence of the target gene is MASLLAKDTYLQDLAKKICAQPGPERQRSTWGVRTKGSEAAGAPKKKRKKTQKKSPEQEQKAMDHKTKALGKKPPTSSRPKNPMVSKQEKGLSSLGSPKDSQGTARESVFALDFLRQRLHEKIQLARGQGSTKELSAATLEKRQRRKQERERKKRKRKERQAKQQVAEAEKKEEPVEVTPKMACKELQESGLIFNKVEVTEEEPASKAQRKKEKRQKVKGNLTPLTGRNYRQLLDRLQARQGRLDELRDQDAAKAQELEAKMKWTNLLYKAEGVKIRDDERLLQEALKRKEKRRAQRQRK.... Result: 0 (no interaction).